This data is from Catalyst prediction with 721,799 reactions and 888 catalyst types from USPTO. The task is: Predict which catalyst facilitates the given reaction. (1) Reactant: [Cl:1][C:2]1[CH:7]=[CH:6][C:5]([CH2:8][C:9]#[N:10])=[CH:4][CH:3]=1.Cl.[NH2:12][OH:13].C(=O)([O-])[O-].[K+].[K+]. Product: [Cl:1][C:2]1[CH:7]=[CH:6][C:5]([CH2:8][C:9](=[N:12][OH:13])[NH2:10])=[CH:4][CH:3]=1. The catalyst class is: 8. (2) Reactant: [Cl:1][C:2]1[CH:3]=[C:4]([NH:9][C:10]2[C:19]3[C:14](=[CH:15][C:16](F)=[C:17]([N+:20]([O-:22])=[O:21])[CH:18]=3)[N:13]=[CH:12][N:11]=2)[CH:5]=[CH:6][C:7]=1[F:8].[CH2:24]([O-:26])[CH3:25].[Na+]. Product: [Cl:1][C:2]1[CH:3]=[C:4]([NH:9][C:10]2[C:19]3[C:14](=[CH:15][C:16]([O:26][CH2:24][CH3:25])=[C:17]([N+:20]([O-:22])=[O:21])[CH:18]=3)[N:13]=[CH:12][N:11]=2)[CH:5]=[CH:6][C:7]=1[F:8]. The catalyst class is: 5. (3) Reactant: Cl[C:2]1[N:7]=[CH:6][C:5]([Cl:8])=[CH:4][N:3]=1.[CH3:9][S-:10].[Na+]. Product: [Cl:8][C:5]1[CH:4]=[N:3][C:2]([S:10][CH3:9])=[N:7][CH:6]=1. The catalyst class is: 163. (4) Reactant: C[Si]([O:5][C:6]1[C:11]([C:12]([CH3:15])([CH3:14])[CH3:13])=[CH:10][C:9]([C:16]([CH3:19])([CH3:18])[CH3:17])=[CH:8][C:7]=1[P:20]([C:27]1[CH:32]=[CH:31][CH:30]=[CH:29][CH:28]=1)[C:21]1[CH:26]=[CH:25][CH:24]=[CH:23][CH:22]=1)(C)C.[O:33]1[CH2:37][CH2:36][CH2:35][CH2:34]1.[Cl-:38].[Cl-].[Cl-].[Cl-].[Zr+4:42]. Product: [Cl-:38].[Cl-:38].[C:21]1([P:20]([C:27]2[CH:32]=[CH:31][CH:30]=[CH:29][CH:28]=2)[C:7]2[CH:8]=[C:9]([C:16]([CH3:19])([CH3:18])[CH3:17])[CH:10]=[C:11]([C:12]([CH3:15])([CH3:14])[CH3:13])[C:6]=2[O:5][Zr+2:42][O:33][C:37]2[C:36]([C:12]([CH3:13])([CH3:14])[CH3:15])=[CH:35][C:34]([C:16]([CH3:19])([CH3:18])[CH3:17])=[CH:28][C:27]=2[P:20]([C:21]2[CH:26]=[CH:25][CH:24]=[CH:23][CH:22]=2)[C:7]2[CH:8]=[CH:9][CH:10]=[CH:11][CH:6]=2)[CH:26]=[CH:25][CH:24]=[CH:23][CH:22]=1. The catalyst class is: 7. (5) Reactant: [Cl:1][C:2]1[NH:10][C:9]2[C:8](=[O:11])[N:7]([CH2:12][CH2:13][CH2:14][CH2:15][C:16]([OH:18])=O)[C:6](=[O:19])[N:5]([CH2:20][CH3:21])[C:4]=2[N:3]=1.[F:22][C:23]1[CH:32]=[C:31]([F:33])[CH:30]=[CH:29][C:24]=1[C:25](=[N:27]O)[NH2:26]. Product: [Cl:1][C:2]1[NH:10][C:9]2[C:8](=[O:11])[N:7]([CH2:12][CH2:13][CH2:14][CH2:15][C:16]3[O:18][N:26]=[C:25]([C:24]4[CH:29]=[CH:30][C:31]([F:33])=[CH:32][C:23]=4[F:22])[N:27]=3)[C:6](=[O:19])[N:5]([CH2:20][CH3:21])[C:4]=2[N:3]=1. The catalyst class is: 16. (6) Product: [NH2:14][C:9]1[CH:10]=[C:11]2[C:6](=[CH:7][CH:8]=1)[N:5]([CH2:17][Si:18]([CH3:20])([CH3:21])[CH3:19])[C:4](=[O:22])[N:3]([CH2:1][CH3:2])[C:12]2=[O:13]. The catalyst class is: 153. Reactant: [CH2:1]([N:3]1[C:12](=[O:13])[C:11]2[C:6](=[CH:7][CH:8]=[C:9]([N+:14]([O-])=O)[CH:10]=2)[N:5]([CH2:17][Si:18]([CH3:21])([CH3:20])[CH3:19])[C:4]1=[O:22])[CH3:2]. (7) Reactant: [CH:1]1([O:4][C:5]2[C:6]([N+:15]([O-:17])=[O:16])=[C:7]([CH:12]=[CH:13][CH:14]=2)[C:8]([O:10]C)=[O:9])[CH2:3][CH2:2]1.[OH-].[Li+].O. Product: [CH:1]1([O:4][C:5]2[C:6]([N+:15]([O-:17])=[O:16])=[C:7]([CH:12]=[CH:13][CH:14]=2)[C:8]([OH:10])=[O:9])[CH2:2][CH2:3]1. The catalyst class is: 36.